This data is from Forward reaction prediction with 1.9M reactions from USPTO patents (1976-2016). The task is: Predict the product of the given reaction. (1) Given the reactants [C:1]([OH:18])(=[O:17])[CH2:2][CH2:3][CH2:4][CH2:5][CH2:6][CH2:7][CH2:8][CH2:9][CH2:10][CH2:11][CH2:12][CH2:13][CH2:14]C#C.C(O)CC#CCCCCCCCCCC, predict the reaction product. The product is: [C:1]([OH:18])(=[O:17])[CH2:2][CH2:3][CH2:4][CH2:5][CH2:6][CH2:7][CH2:8][CH2:9][CH2:10][CH2:11][CH2:12][C:13]#[CH:14]. (2) Given the reactants [C:1]1([C:7]#[C:8][C:9]2[CH:10]=[C:11]([C@@H:15]3[C@@H:19]([C:20]4[NH:24][N:23]=[N:22][N:21]=4)[O:18][C:17](=[O:25])[NH:16]3)[CH:12]=[CH:13][CH:14]=2)[CH:6]=[CH:5][CH:4]=[CH:3][CH:2]=1.[C:26](=O)([O-])[O-].[K+].[K+].IC, predict the reaction product. The product is: [CH3:26][N:22]1[N:23]=[N:24][C:20]([C@H:19]2[O:18][C:17](=[O:25])[NH:16][C@@H:15]2[C:11]2[CH:12]=[CH:13][CH:14]=[C:9]([C:8]#[C:7][C:1]3[CH:6]=[CH:5][CH:4]=[CH:3][CH:2]=3)[CH:10]=2)=[N:21]1. (3) The product is: [Cl:1][C:2]1[CH:7]=[C:6]([O:8][CH3:9])[C:5]([CH3:10])=[CH:4][C:3]=1[C:11]1[C:12]([CH3:26])=[N:13][CH:14]=[C:15]([C:45]2([C:30]3[CH:31]=[C:32]([O:35][CH3:36])[CH:33]=[CH:34][C:29]=3[O:28][CH3:27])[CH2:39][CH2:40]2)[N:16]=1. Given the reactants [Cl:1][C:2]1[CH:7]=[C:6]([O:8][CH3:9])[C:5]([CH3:10])=[CH:4][C:3]=1[C:11]1[N:16]=[C:15](N2C3C=CC=CC=3N=N2)[CH:14]=[N:13][C:12]=1[CH3:26].[CH3:27][O:28][C:29]1[CH:34]=[CH:33][C:32]([O:35][CH3:36])=[CH:31][C:30]=1[Mg]Br.[C:39]1([CH3:45])C=CC=C[CH:40]=1, predict the reaction product. (4) The product is: [CH2:1]([O:3][C:4](=[O:14])[C@@H:5]([NH:6][CH2:19][CH:18]([O:21][CH2:22][CH3:23])[O:17][CH2:15][CH3:16])[CH2:7][C:8]1[CH:13]=[CH:12][CH:11]=[CH:10][CH:9]=1)[CH3:2]. Given the reactants [CH2:1]([O:3][C:4](=[O:14])[C@H:5]([CH2:7][C:8]1[CH:13]=[CH:12][CH:11]=[CH:10][CH:9]=1)[NH2:6])[CH3:2].[CH2:15]([O:17][CH:18]([O:21][CH2:22][CH3:23])[CH2:19]Br)[CH3:16].CCN(C(C)C)C(C)C, predict the reaction product. (5) Given the reactants [NH2:1][C:2]([NH:4][C:5]1[C:6]([C:25]([NH2:27])=[O:26])=[N:7][N:8]([C:10]2[CH:15]=[CH:14][C:13]([C:16]3[CH:21]=[C:20]([F:22])[CH:19]=[CH:18][C:17]=3[OH:23])=[C:12]([F:24])[CH:11]=2)[CH:9]=1)=[O:3].[C:28]([O-])([O-])=O.[K+].[K+].CN(C=O)C.CI, predict the reaction product. The product is: [NH2:1][C:2]([NH:4][C:5]1[C:6]([C:25]([NH2:27])=[O:26])=[N:7][N:8]([C:10]2[CH:15]=[CH:14][C:13]([C:16]3[CH:21]=[C:20]([F:22])[CH:19]=[CH:18][C:17]=3[O:23][CH3:28])=[C:12]([F:24])[CH:11]=2)[CH:9]=1)=[O:3]. (6) Given the reactants Cl[C:2]1[CH:11]=[C:10]2[C:5]([CH:6]=[C:7]([C:14]3[CH:15]=[C:16]([NH:21][C:22](=[O:33])[C:23]4[CH:28]=[CH:27][CH:26]=[C:25]([C:29]([F:32])([F:31])[F:30])[CH:24]=4)[CH:17]=[CH:18][C:19]=3[CH3:20])[C:8](=[O:13])[N:9]2[CH3:12])=[CH:4][N:3]=1.[NH2:34][CH2:35][C:36]1[CH:37]=[N:38][CH:39]=[CH:40][CH:41]=1.[Cl-].C(C1C=CC=C(CCC)C=1[N+]1C=CN(C2C(CCC)=CC=CC=2CCC)C=1)CC, predict the reaction product. The product is: [CH3:20][C:19]1[CH:18]=[CH:17][C:16]([NH:21][C:22](=[O:33])[C:23]2[CH:28]=[CH:27][CH:26]=[C:25]([C:29]([F:30])([F:32])[F:31])[CH:24]=2)=[CH:15][C:14]=1[C:7]1[C:8](=[O:13])[N:9]([CH3:12])[C:10]2[C:5]([CH:6]=1)=[CH:4][N:3]=[C:2]([NH:34][CH2:35][C:36]1[CH:37]=[N:38][CH:39]=[CH:40][CH:41]=1)[CH:11]=2.